This data is from Catalyst prediction with 721,799 reactions and 888 catalyst types from USPTO. The task is: Predict which catalyst facilitates the given reaction. (1) Reactant: [Br:1][C:2]1[CH:7]=[CH:6][C:5](/[C:8](=[CH:13]\[C:14]2[CH:15]=[N:16][CH:17]=[CH:18][CH:19]=2)/[C:9]([O:11]C)=O)=[CH:4][CH:3]=1.[F-].[Cs+].[F:22][C:23]([Si](C)(C)C)([F:25])[F:24].Cl.C(=O)(O)[O-].[Na+]. Product: [Br:1][C:2]1[CH:3]=[CH:4][C:5](/[C:8](=[CH:13]\[C:14]2[CH:15]=[N:16][CH:17]=[CH:18][CH:19]=2)/[C:9](=[O:11])[C:23]([F:25])([F:24])[F:22])=[CH:6][CH:7]=1. The catalyst class is: 57. (2) Reactant: C([NH:5][S:6]([C:9]1[C:10]([O:38][CH:39]([CH3:41])[CH3:40])=[N:11][CH:12]=[C:13]([C:15]2[N:20]=[C:19]([NH:21][CH2:22][C:23]3[CH:28]=[CH:27][CH:26]=[CH:25][N:24]=3)[C:18]3=[C:29]([C:32]4[CH:37]=[CH:36][CH:35]=[CH:34][CH:33]=4)[CH:30]=[CH:31][N:17]3[N:16]=2)[CH:14]=1)(=[O:8])=[O:7])(C)(C)C. Product: [CH:39]([O:38][C:10]1[C:9]([S:6]([NH2:5])(=[O:7])=[O:8])=[CH:14][C:13]([C:15]2[N:20]=[C:19]([NH:21][CH2:22][C:23]3[CH:28]=[CH:27][CH:26]=[CH:25][N:24]=3)[C:18]3=[C:29]([C:32]4[CH:37]=[CH:36][CH:35]=[CH:34][CH:33]=4)[CH:30]=[CH:31][N:17]3[N:16]=2)=[CH:12][N:11]=1)([CH3:41])[CH3:40]. The catalyst class is: 67. (3) Reactant: [CH:1]1([CH:6]=[C:7]([C:18]2[NH:28][C:21]3=[N:22][CH:23]=[C:24]([O:26][CH3:27])[CH:25]=[C:20]3[CH:19]=2)[C:8]2[CH:13]=[CH:12][C:11]([C:14]([F:17])([F:16])[F:15])=[CH:10][CH:9]=2)[CH2:5][CH2:4][CH2:3][CH2:2]1. Product: [CH:1]1([CH2:6][CH:7]([C:18]2[NH:28][C:21]3=[N:22][CH:23]=[C:24]([O:26][CH3:27])[CH:25]=[C:20]3[CH:19]=2)[C:8]2[CH:13]=[CH:12][C:11]([C:14]([F:17])([F:15])[F:16])=[CH:10][CH:9]=2)[CH2:5][CH2:4][CH2:3][CH2:2]1. The catalyst class is: 43. (4) Reactant: O.[OH-].[Li+].[CH3:4][N:5]([CH3:22])[S:6]([C:9]1[CH:14]=[C:13]([N+:15]([O-:17])=[O:16])[CH:12]=[CH:11][C:10]=1[C:18]([O:20]C)=[O:19])(=[O:8])=[O:7].Cl. The catalyst class is: 24. Product: [CH3:4][N:5]([CH3:22])[S:6]([C:9]1[CH:14]=[C:13]([N+:15]([O-:17])=[O:16])[CH:12]=[CH:11][C:10]=1[C:18]([OH:20])=[O:19])(=[O:8])=[O:7]. (5) Product: [C:1]1([S:7]([C:10]2[CH:15]=[CH:14][C:13]([C:16]3[CH:17]=[C:18]([OH:20])[N:29]([CH3:28])[N:30]=3)=[CH:12][CH:11]=2)(=[O:9])=[O:8])[CH:6]=[CH:5][CH:4]=[CH:3][CH:2]=1. The catalyst class is: 5. Reactant: [C:1]1([S:7]([C:10]2[CH:15]=[CH:14][C:13]([C:16](=O)[CH2:17][C:18]([O:20]C)=O)=[CH:12][CH:11]=2)(=[O:9])=[O:8])[CH:6]=[CH:5][CH:4]=[CH:3][CH:2]=1.S(O)(O)(=O)=O.[CH3:28][NH:29][NH2:30].C(N(CC)CC)C.Cl. (6) Reactant: [CH3:1][CH:2]1[C:7]([CH3:9])([OH:8])[CH:6]([OH:10])[CH:5]=[C:4]([C:11]2[CH:16]=[CH:15][N:14]=[CH:13][C:12]=2[N+:17]([O-:19])=[O:18])[O:3]1.N1C=CN=C1.[C:25]([Si:29](Cl)([CH3:31])[CH3:30])([CH3:28])([CH3:27])[CH3:26]. Product: [Si:29]([O:10][CH:6]1[CH:5]=[C:4]([C:11]2[CH:16]=[CH:15][N:14]=[CH:13][C:12]=2[N+:17]([O-:19])=[O:18])[O:3][CH:2]([CH3:1])[C:7]1([CH3:9])[OH:8])([C:25]([CH3:28])([CH3:27])[CH3:26])([CH3:31])[CH3:30]. The catalyst class is: 6.